This data is from Forward reaction prediction with 1.9M reactions from USPTO patents (1976-2016). The task is: Predict the product of the given reaction. Given the reactants [NH2:1][CH:2]([C:5]1[C:6](=[O:20])[NH:7][C:8]([C:11]2[CH:16]=[CH:15][CH:14]=[C:13]([N+:17]([O-:19])=[O:18])[CH:12]=2)=[N:9][N:10]=1)[CH2:3][CH3:4].[C:21]([C@@H:25]1[CH2:30][CH2:29][C@H:28]([C:31](Cl)=[O:32])[CH2:27][CH2:26]1)([CH3:24])([CH3:23])[CH3:22], predict the reaction product. The product is: [C:21]([C@@H:25]1[CH2:26][CH2:27][C@H:28]([C:31]([NH:1][CH:2]([C:5]2[C:6](=[O:20])[NH:7][C:8]([C:11]3[CH:16]=[CH:15][CH:14]=[C:13]([N+:17]([O-:19])=[O:18])[CH:12]=3)=[N:9][N:10]=2)[CH2:3][CH3:4])=[O:32])[CH2:29][CH2:30]1)([CH3:24])([CH3:22])[CH3:23].